Dataset: Forward reaction prediction with 1.9M reactions from USPTO patents (1976-2016). Task: Predict the product of the given reaction. (1) Given the reactants S(=O)(=O)(O)O.[NH:6]1[CH2:14][CH2:13][CH2:12][CH:8]([C:9]([NH2:11])=[O:10])[CH2:7]1.[C:15](Cl)(=[O:22])[C:16]1[CH:21]=[CH:20][CH:19]=[CH:18][CH:17]=1.[OH-].[Na+], predict the reaction product. The product is: [C:15]([N:6]1[CH2:14][CH2:13][CH2:12][C@@H:8]([C:9]([NH2:11])=[O:10])[CH2:7]1)(=[O:22])[C:16]1[CH:21]=[CH:20][CH:19]=[CH:18][CH:17]=1. (2) Given the reactants ClC1N=C(C2SC(C(C)C)=NC=2C2C=C(C=CC=2)N)C=CN=1.C(OC(=O)[NH:28][C:29]1[CH:34]=[CH:33][CH:32]=[C:31]([C:35]2[N:36]=[C:37]([C:47]([CH3:50])([CH3:49])[CH3:48])[O:38][C:39]=2[C:40]2[CH:45]=[CH:44][N:43]=[C:42]([Cl:46])[N:41]=2)[C:30]=1[F:51])C=C.C([SnH](CCCC)CCCC)CCC, predict the reaction product. The product is: [Cl:46][C:42]1[N:41]=[C:40]([C:39]2[O:38][C:37]([C:47]([CH3:50])([CH3:49])[CH3:48])=[N:36][C:35]=2[C:31]2[C:30]([F:51])=[C:29]([CH:34]=[CH:33][CH:32]=2)[NH2:28])[CH:45]=[CH:44][N:43]=1.